This data is from Reaction yield outcomes from USPTO patents with 853,638 reactions. The task is: Predict the reaction yield, written as a fraction of the theoretical maximum amount of product (1.0 means a 100% yield; for example, 0.34 means a 34% yield). (1) The reactants are C[Si]([N-][Si](C)(C)C)(C)C.[Li+].F[C:12]1[CH:17]=[C:16]([O:18][CH3:19])[CH:15]=[CH:14][C:13]=1[C:20]1[N:29]=[CH:28][C:27]2[C:22](=[CH:23][C:24]([O:32][CH3:33])=[CH:25][C:26]=2[O:30][CH3:31])[N:21]=1.[CH:34]([N:37]1[CH2:41][CH2:40][CH2:39][CH:38]1[CH2:42][NH2:43])([CH3:36])[CH3:35].C1C[O:47]CC1. The catalyst is [NH4+].[Cl-]. The product is [CH:34]([N:37]1[CH2:41][CH2:40][CH2:39][CH:38]1[CH2:42][NH:43][C:12]1[CH:17]=[C:16]([O:18][CH3:19])[CH:15]=[CH:14][C:13]=1[C:20]1[NH:29][C:28](=[O:47])[C:27]2[C:22](=[CH:23][C:24]([O:32][CH3:33])=[CH:25][C:26]=2[O:30][CH3:31])[N:21]=1)([CH3:36])[CH3:35]. The yield is 0.270. (2) The reactants are [OH:1][C@@H:2]1[CH2:26][C@H:25]2[C@:20]([CH3:61])([CH2:21][CH2:22][C@H:23]([O:27][CH2:28][CH2:29][N:30]([C:32]3[CH:37]=[CH:36][C:35]([C@H:38]4[CH2:55][C@@:53]5([CH3:54])[C@@H:49]([CH2:50][CH2:51][C@:52]5([OH:59])[C:56]#[C:57][CH3:58])[C@H:48]5[C:39]4=[C:40]4[C:45]([CH2:46][CH2:47]5)=[CH:44][C:43](=[O:60])[CH2:42][CH2:41]4)=[CH:34][CH:33]=3)[CH3:31])[CH2:24]2)[C@@H:19]2[C@@H:3]1[C@H:4]1[C@:16]([CH3:63])([C@@H:17]([OH:62])[CH2:18]2)[C@@H:7]([C@H:8]([CH3:15])[CH2:9][CH2:10][C:11]([O:13]C)=[O:12])[CH2:6][CH2:5]1.[OH-].[K+].Cl. The catalyst is CCO. The product is [OH:1][C@@H:2]1[CH2:26][C@H:25]2[C@:20]([CH3:61])([CH2:21][CH2:22][C@H:23]([O:27][CH2:28][CH2:29][N:30]([C:32]3[CH:37]=[CH:36][C:35]([C@H:38]4[CH2:55][C@@:53]5([CH3:54])[C@@H:49]([CH2:50][CH2:51][C@:52]5([OH:59])[C:56]#[C:57][CH3:58])[C@H:48]5[C:39]4=[C:40]4[C:45]([CH2:46][CH2:47]5)=[CH:44][C:43](=[O:60])[CH2:42][CH2:41]4)=[CH:34][CH:33]=3)[CH3:31])[CH2:24]2)[C@@H:19]2[C@@H:3]1[C@H:4]1[C@:16]([CH3:63])([C@@H:17]([OH:62])[CH2:18]2)[C@@H:7]([C@H:8]([CH3:15])[CH2:9][CH2:10][C:11]([OH:13])=[O:12])[CH2:6][CH2:5]1. The yield is 0.924.